This data is from Experimentally validated miRNA-target interactions with 360,000+ pairs, plus equal number of negative samples. The task is: Binary Classification. Given a miRNA mature sequence and a target amino acid sequence, predict their likelihood of interaction. (1) The miRNA is mmu-miR-6974-3p with sequence UCUCCACUCUCUUCUGUCCCAG. The protein sequence of the target gene is MDPALAAQMSEAVAEKMLQYRRDTAGWKICREGNGVSVSWRPSVEFPGNLYRGEGIVYGTLEEVWDCVKPAVGGLRVKWDENVTGFEIIQSITDTLCVSRTSTPSAAMKLISPRDFVDLVLVKRYEDGTISSNATHVEHPLCPPKPGFVRGFNHPCGCFCEPLPGEPTKTNLVTFFHTDLSGYLPQNVVDSFFPRSMTRFYANLQKAVKQFHE. Result: 0 (no interaction). (2) The miRNA is hsa-miR-7-5p with sequence UGGAAGACUAGUGAUUUUGUUGUU. The protein sequence of the target gene is MPLKWKTSSPAIWKFPVPVLKTSRSTPLSPAYISLVEEEDQHLKLCLGSEMGLSSHLQSCKAGSTRIFTSNSHSSVVLQGFDQLRLDGLLCDVTLMPGDTDDAYPVHRVMMASASDYFKAMFTGGMKEQELMCIKLHGVSRVGLRKIIDFIYTAKLSLNMDTLQDTLEAASFLQILPVLDFCKVFLISGVTLDNCVEVGRIANTYHLTEVDKYVNSFVLKNFAALLSTGEFLKLPFERLAFVLSSNSLKRCTELDLFKATCRWLRLEEPRMDVAAKLMKNIRFPLMTPQELINYVQTVDF.... Result: 0 (no interaction). (3) The miRNA is mmu-miR-297b-5p with sequence AUGUAUGUGUGCAUGAACAUGU. The protein sequence of the target gene is MATKGGTVKAASGFNAMEDAQTLRKAMKGLGTDEDAIISVLAYRNTAQRQEIRTAYKSTIGRDLIDDLKSELSGNFEQVIVGMMTPTVLYDVQELRRAMKGAGTDEGCLIEILASRTPEEIRRISQTYQQQYGRSLEDDIRSDTSFMFQRVLVSLSAGGRDEGNYLDDALVRQDAQDLYEAGEKKWGTDEVKFLTVLCSRNRNHLLHVFDEYKRISQKDIEQSIKSETSGSFEDALLAIVKCMRNKSAYFAEKLYKSMKGLGTDDNTLIRVMVSRAEIDMLDIRAHFKRLYGKSLYSFIK.... Result: 0 (no interaction). (4) The miRNA is hsa-miR-548az-3p with sequence AAAAACUGCAAUCACUUUUGC. The protein sequence of the target gene is MARELYHEEFARAGKQAGLQVWRIEKLELVPVPQSAHGDFYVGDAYLVLHTAKTSRGFTYHLHFWLGKECSQDESTAAAIFTVQMDDYLGGKPVQNRELQGYESNDFVSYFKGGLKYKAGGVASGLNHVLTNDLTAKRLLHVKGRRVVRATEVPLSWDSFNKGDCFIIDLGTEIYQWCGSSCNKYERLKANQVATGIRYNERKGRSELIVVEEGSEPSELIKVLGEKPELPDGGDDDDIIADISNRKMAKLYMVSDASGSMRVTVVAEENPFSMAMLLSEECFILDHGAAKQIFVWKGKD.... Result: 1 (interaction). (5) The miRNA is mmu-miR-599 with sequence UUGUGUCAGUUUAUCAAAC. The protein sequence of the target gene is MVARRKGERVVRKNEVENVQQRACANRRERQRTKELNDAFTLLRKLIPSMPSDKMSKIHTLRIATDYISFLDEMQKNGCKLYGHSIFDEKRGYNLQSAFNMWRGNNGYTPIAGPSQLPPLQSAHIPPPAPSSIPPHCLMPQPWYQTCPPPKQEFHELCPISTPNPNSNPNQLTPIHWQ. Result: 0 (no interaction). (6) The miRNA is hsa-miR-584-5p with sequence UUAUGGUUUGCCUGGGACUGAG. The protein sequence of the target gene is MSMILFASIVRVRDGLPLSASTDFYYAQEFLECRRQLKTLAQRLARHPGRGCAESCDFLIYFSSSGDVACMAICSRQCPAAMAFCFLEALWWDFIASYDTTCVGLASRPYAFLEFDSVIQKTKWHFNHMSSSQMKSGLEKIQEELEFQPPAVLSLEDTDVANGMLNGHTPVHSEPAPNLRMKPVTALGVLSLVLNIMCAALNLIRGVHLAEHSLQVAQEEVGNILAFFIPSVACIVQCYLYLFYSPARTLKVLLMLASICLGNAYLHGLRNTWQILFHVGVAFLSSYQILTRQLQERQSD.... Result: 0 (no interaction).